Dataset: NCI-60 drug combinations with 297,098 pairs across 59 cell lines. Task: Regression. Given two drug SMILES strings and cell line genomic features, predict the synergy score measuring deviation from expected non-interaction effect. (1) Drug 1: CS(=O)(=O)CCNCC1=CC=C(O1)C2=CC3=C(C=C2)N=CN=C3NC4=CC(=C(C=C4)OCC5=CC(=CC=C5)F)Cl. Drug 2: C1=CC=C(C(=C1)C(C2=CC=C(C=C2)Cl)C(Cl)Cl)Cl. Cell line: DU-145. Synergy scores: CSS=14.1, Synergy_ZIP=-4.64, Synergy_Bliss=-1.76, Synergy_Loewe=-8.11, Synergy_HSA=-1.08. (2) Drug 1: C1=NC2=C(N1)C(=S)N=C(N2)N. Drug 2: C(=O)(N)NO. Cell line: HOP-62. Synergy scores: CSS=31.6, Synergy_ZIP=1.08, Synergy_Bliss=0.0229, Synergy_Loewe=-31.7, Synergy_HSA=-0.473. (3) Drug 1: CC1=C(C=C(C=C1)NC(=O)C2=CC=C(C=C2)CN3CCN(CC3)C)NC4=NC=CC(=N4)C5=CN=CC=C5. Drug 2: CC1=C(C(=O)C2=C(C1=O)N3CC4C(C3(C2COC(=O)N)OC)N4)N. Cell line: U251. Synergy scores: CSS=30.1, Synergy_ZIP=-1.59, Synergy_Bliss=-3.85, Synergy_Loewe=-20.7, Synergy_HSA=-6.28. (4) Drug 1: CC12CCC(CC1=CCC3C2CCC4(C3CC=C4C5=CN=CC=C5)C)O. Drug 2: CN(CC1=CN=C2C(=N1)C(=NC(=N2)N)N)C3=CC=C(C=C3)C(=O)NC(CCC(=O)O)C(=O)O. Cell line: HOP-92. Synergy scores: CSS=0.700, Synergy_ZIP=-3.55, Synergy_Bliss=-3.59, Synergy_Loewe=-5.02, Synergy_HSA=-3.71. (5) Drug 1: C1CCN(CC1)CCOC2=CC=C(C=C2)C(=O)C3=C(SC4=C3C=CC(=C4)O)C5=CC=C(C=C5)O. Drug 2: C1CCC(CC1)NC(=O)N(CCCl)N=O. Cell line: PC-3. Synergy scores: CSS=21.5, Synergy_ZIP=-4.59, Synergy_Bliss=2.36, Synergy_Loewe=-0.523, Synergy_HSA=0.0394. (6) Drug 1: C1CN1P(=S)(N2CC2)N3CC3. Drug 2: CN(CCCl)CCCl.Cl. Cell line: MDA-MB-435. Synergy scores: CSS=2.35, Synergy_ZIP=2.62, Synergy_Bliss=-3.38, Synergy_Loewe=-10.1, Synergy_HSA=-3.55. (7) Drug 1: CC1=C2C(C(=O)C3(C(CC4C(C3C(C(C2(C)C)(CC1OC(=O)C(C(C5=CC=CC=C5)NC(=O)OC(C)(C)C)O)O)OC(=O)C6=CC=CC=C6)(CO4)OC(=O)C)O)C)O. Drug 2: CC1C(C(CC(O1)OC2CC(CC3=C2C(=C4C(=C3O)C(=O)C5=CC=CC=C5C4=O)O)(C(=O)C)O)N)O. Cell line: A549. Synergy scores: CSS=65.1, Synergy_ZIP=-3.22, Synergy_Bliss=-2.32, Synergy_Loewe=2.15, Synergy_HSA=3.23.